From a dataset of Full USPTO retrosynthesis dataset with 1.9M reactions from patents (1976-2016). Predict the reactants needed to synthesize the given product. (1) Given the product [C:1]([C:9]1[CH:17]=[CH:16][CH:15]=[CH:14][C:10]=1[C:11]([Cl:54])=[O:12])(=[O:8])[C:2]1[CH:7]=[CH:6][CH:5]=[CH:4][CH:3]=1.[C:18]([C:26]1[CH:27]=[C:28]([CH:32]=[CH:33][CH:34]=1)[C:29]([Cl:59])=[O:30])(=[O:25])[C:19]1[CH:24]=[CH:23][CH:22]=[CH:21][CH:20]=1.[C:35]([C:43]1[CH:51]=[CH:50][C:46]([C:47]([Cl:54])=[O:48])=[CH:45][CH:44]=1)(=[O:42])[C:36]1[CH:41]=[CH:40][CH:39]=[CH:38][CH:37]=1, predict the reactants needed to synthesize it. The reactants are: [C:1]([C:9]1[CH:17]=[CH:16][CH:15]=[CH:14][C:10]=1[C:11](O)=[O:12])(=[O:8])[C:2]1[CH:7]=[CH:6][CH:5]=[CH:4][CH:3]=1.[C:18]([C:26]1[CH:27]=[C:28]([CH:32]=[CH:33][CH:34]=1)[C:29](O)=[O:30])(=[O:25])[C:19]1[CH:24]=[CH:23][CH:22]=[CH:21][CH:20]=1.[C:35]([C:43]1[CH:51]=[CH:50][C:46]([C:47](O)=[O:48])=[CH:45][CH:44]=1)(=[O:42])[C:36]1[CH:41]=[CH:40][CH:39]=[CH:38][CH:37]=1.S(Cl)([Cl:54])=O.C(Cl)(=O)C([Cl:59])=O. (2) Given the product [F:19][C:20]1[CH:28]=[CH:27][CH:26]=[C:25]([C:29]([F:30])([F:31])[F:32])[C:21]=1[C:22]([NH:1][C:2]1[S:10][C:5]2[CH2:6][O:7][CH:8]([CH3:9])[C:4]=2[C:3]=1[C:11]([CH:13]1[CH2:14][CH2:15][O:16][CH2:17][CH2:18]1)=[O:12])=[O:23], predict the reactants needed to synthesize it. The reactants are: [NH2:1][C:2]1[S:10][C:5]2[CH2:6][O:7][CH:8]([CH3:9])[C:4]=2[C:3]=1[C:11]([CH:13]1[CH2:18][CH2:17][O:16][CH2:15][CH2:14]1)=[O:12].[F:19][C:20]1[CH:28]=[CH:27][CH:26]=[C:25]([C:29]([F:32])([F:31])[F:30])[C:21]=1[C:22](Cl)=[O:23]. (3) Given the product [C:20]([O:19][C:17](=[O:18])[CH2:16][CH2:15][CH2:14][N:1]1[CH:5]=[CH:4][C:3]([C:6]([O:8][CH2:9][CH3:10])=[O:7])=[CH:2]1)([CH3:23])([CH3:22])[CH3:21], predict the reactants needed to synthesize it. The reactants are: [NH:1]1[CH:5]=[CH:4][C:3]([C:6]([O:8][CH2:9][CH3:10])=[O:7])=[CH:2]1.[H-].[Na+].Br[CH2:14][CH2:15][CH2:16][C:17]([O:19][C:20]([CH3:23])([CH3:22])[CH3:21])=[O:18]. (4) Given the product [CH3:28][O:27][C:25]([CH2:24][N:12]1[C:13]2[CH:14]=[CH:15][CH:16]=[CH:17][C:18]=2[C:10]2[CH2:9][N:8]([C:1]([O:3][C:4]([CH3:7])([CH3:6])[CH3:5])=[O:2])[CH2:20][CH2:19][C:11]1=2)=[O:26], predict the reactants needed to synthesize it. The reactants are: [C:1]([N:8]1[CH2:20][CH2:19][C:11]2[NH:12][C:13]3[CH:14]=[CH:15][CH:16]=[CH:17][C:18]=3[C:10]=2[CH2:9]1)([O:3][C:4]([CH3:7])([CH3:6])[CH3:5])=[O:2].[H-].[Na+].Br[CH2:24][C:25]([O:27][CH3:28])=[O:26]. (5) Given the product [C:1]([N:20]1[CH2:21][CH2:22][N:17]([CH2:16][CH2:15][N:14]([CH3:23])[CH3:13])[CH2:18][CH2:19]1)(=[O:12])/[CH:2]=[CH:3]/[CH2:4][CH2:5][CH2:6][CH2:7][CH2:8][CH2:9][CH3:10], predict the reactants needed to synthesize it. The reactants are: [C:1]([OH:12])(=O)/[CH:2]=[CH:3]/[CH2:4][CH2:5][CH2:6][CH2:7][CH2:8][CH2:9][CH3:10].[CH3:13][N:14]([CH3:23])[CH2:15][CH2:16][N:17]1[CH2:22][CH2:21][NH:20][CH2:19][CH2:18]1.